From a dataset of Catalyst prediction with 721,799 reactions and 888 catalyst types from USPTO. Predict which catalyst facilitates the given reaction. (1) The catalyst class is: 4. Product: [OH:8][C:9]1[CH:10]=[CH:11][C:12]([C:15]([C:17]2[CH:22]=[CH:21][C:20]([O:23][CH3:24])=[CH:19][C:18]=2[O:25][C@H:27]([CH3:34])[C:28]([O:30][CH2:31][CH2:32][CH3:33])=[O:29])=[O:16])=[CH:13][CH:14]=1. Reactant: C([O:8][C:9]1[CH:14]=[CH:13][C:12]([C:15]([C:17]2[CH:22]=[CH:21][C:20]([O:23][CH3:24])=[CH:19][C:18]=2[OH:25])=[O:16])=[CH:11][CH:10]=1)C1C=CC=CC=1.O[C@@H:27]([CH3:34])[C:28]([O:30][CH2:31][CH:32]=[CH2:33])=[O:29].C1(P(C2C=CC=CC=2)C2C=CC=CC=2)C=CC=CC=1.N(C(OCC)=O)=NC(OCC)=O. (2) Product: [NH2:15][C:4]1[N:3]=[C:2]([C:21]2[CH:22]=[CH:23][C:18]([C:16]#[N:17])=[C:19]([F:27])[CH:20]=2)[CH:7]=[C:6]([N:8]2[CH2:14][CH2:13][CH2:12][CH2:11][CH2:10][CH2:9]2)[N:5]=1. The catalyst class is: 77. Reactant: Cl[C:2]1[CH:7]=[C:6]([N:8]2[CH2:14][CH2:13][CH2:12][CH2:11][CH2:10][CH2:9]2)[N:5]=[C:4]([NH2:15])[N:3]=1.[C:16]([C:18]1[CH:23]=[CH:22][C:21](B(O)O)=[CH:20][C:19]=1[F:27])#[N:17].C([O-])(O)=O.[Na+].